From a dataset of Catalyst prediction with 721,799 reactions and 888 catalyst types from USPTO. Predict which catalyst facilitates the given reaction. (1) Reactant: [C:1]([OH:5])(=O)[CH2:2][OH:3].OC1C2N=NNC=2C=CC=1.Cl.Cl.[Cl:18][C:19]1[CH:24]=[C:23]([Cl:25])[CH:22]=[CH:21][C:20]=1[N:26]1[CH2:31][CH2:30][NH:29][CH2:28][CH2:27]1.C(N(CC)CC)C. Product: [Cl:18][C:19]1[CH:24]=[C:23]([Cl:25])[CH:22]=[CH:21][C:20]=1[N:26]1[CH2:27][CH2:28][N:29]([C:1](=[O:5])[CH2:2][OH:3])[CH2:30][CH2:31]1. The catalyst class is: 434. (2) Reactant: [O:1]1[CH2:6][CH2:5][N:4]([C:7]2[CH:13]=[CH:12][C:10]([NH2:11])=[CH:9][CH:8]=2)[CH2:3][CH2:2]1.[C:14](N1C=CN=C1)(N1C=CN=C1)=[O:15].[CH3:26][N:27]1[CH2:32][CH2:31][N:30]([C:33]2[CH:34]=[CH:35][CH:36]=[C:37]3[C:42]=2[CH2:41][NH:40][CH2:39][CH2:38]3)[CH2:29][CH2:28]1. Product: [N:4]1([C:7]2[CH:13]=[CH:12][C:10]([NH:11][C:14]([N:40]3[CH2:39][CH2:38][C:37]4[C:42](=[C:33]([N:30]5[CH2:31][CH2:32][N:27]([CH3:26])[CH2:28][CH2:29]5)[CH:34]=[CH:35][CH:36]=4)[CH2:41]3)=[O:15])=[CH:9][CH:8]=2)[CH2:3][CH2:2][O:1][CH2:6][CH2:5]1. The catalyst class is: 2. (3) Reactant: C(NC(NC1[N:8]=[C:9]2[CH:14]=[C:13]([C:15]3[CH:16]=[N:17][C:18](OC)=[N:19][CH:20]=3)[CH:12]=[CH:11][N:10]2C=1)=O)C.C1(C)C=CC(S(Cl)(=O)=O)=CC=1.[N:35]1[CH:40]=CC=C[CH:36]=1. Product: [NH2:8][C:9]1[CH:14]=[C:13]([C:15]2[CH:20]=[N:19][C:18]([N:35]([CH3:40])[CH3:36])=[N:17][CH:16]=2)[CH:12]=[CH:11][N:10]=1. The catalyst class is: 13. (4) The catalyst class is: 4. Product: [NH2:3][CH2:2][CH2:1][NH:4][C:10](=[O:11])[O:9][C:5]([CH3:8])([CH3:7])[CH3:6]. Reactant: [CH2:1]([NH2:4])[CH2:2][NH2:3].[C:5]([O:9][C:10](O[C:10]([O:9][C:5]([CH3:8])([CH3:7])[CH3:6])=[O:11])=[O:11])([CH3:8])([CH3:7])[CH3:6].C(N(CC)CC)C. (5) Reactant: FC(F)(F)C(O)=O.[CH2:8]([C:10]1[N:14]=[C:13]([CH2:15][N:16]2[C:21]3[CH:22]=[C:23]([C:25]4[CH:30]=[CH:29][CH:28]=[CH:27][CH:26]=4)[S:24][C:20]=3[C:19](=[O:31])[N:18]([CH:32]3[CH2:37][CH2:36][NH:35][CH2:34][CH2:33]3)[C:17]2=[O:38])[S:12][N:11]=1)[CH3:9].[CH2:39]([O:41][C:42]1[C:51]([O:52][CH3:53])=[CH:50][C:49]2[C:48]([C:54]3[CH:62]=[CH:61][C:57]([C:58](O)=[O:59])=[CH:56][CH:55]=3)=[N:47][C@@H:46]3[CH2:63][CH2:64][S:65][CH2:66][C@@H:45]3[C:44]=2[CH:43]=1)[CH3:40].CCN=C=NCCCN(C)C.C1C=C2N=NN(O)C2=CC=1.O.S([O-])(O)(=O)=O.[K+]. Product: [CH2:39]([O:41][C:42]1[C:51]([O:52][CH3:53])=[CH:50][C:49]2[C:48]([C:54]3[CH:55]=[CH:56][C:57]([C:58]([N:35]4[CH2:36][CH2:37][CH:32]([N:18]5[C:19](=[O:31])[C:20]6[S:24][C:23]([C:25]7[CH:30]=[CH:29][CH:28]=[CH:27][CH:26]=7)=[CH:22][C:21]=6[N:16]([CH2:15][C:13]6[S:12][N:11]=[C:10]([CH2:8][CH3:9])[N:14]=6)[C:17]5=[O:38])[CH2:33][CH2:34]4)=[O:59])=[CH:61][CH:62]=3)=[N:47][C@@H:46]3[CH2:63][CH2:64][S:65][CH2:66][C@@H:45]3[C:44]=2[CH:43]=1)[CH3:40]. The catalyst class is: 2. (6) Reactant: [F:1][C:2]1[CH:7]=[CH:6][C:5]([O:8][CH3:9])=[CH:4][C:3]=1[C:10]1[N:15]=[C:14]([C:16]([F:19])([F:18])[F:17])[C:13]([C@H:20]([OH:23])[CH2:21][OH:22])=[CH:12][CH:11]=1.N1C=CN=C1.[C:29]([Si:33](Cl)([C:40]1[CH:45]=[CH:44][CH:43]=[CH:42][CH:41]=1)[C:34]1[CH:39]=[CH:38][CH:37]=[CH:36][CH:35]=1)([CH3:32])([CH3:31])[CH3:30]. Product: [Si:33]([O:22][CH2:21][C@H:20]([C:13]1[C:14]([C:16]([F:18])([F:19])[F:17])=[N:15][C:10]([C:3]2[CH:4]=[C:5]([O:8][CH3:9])[CH:6]=[CH:7][C:2]=2[F:1])=[CH:11][CH:12]=1)[OH:23])([C:29]([CH3:32])([CH3:31])[CH3:30])([C:40]1[CH:41]=[CH:42][CH:43]=[CH:44][CH:45]=1)[C:34]1[CH:39]=[CH:38][CH:37]=[CH:36][CH:35]=1. The catalyst class is: 2. (7) Reactant: Cl.CN(C)CCCN=C=NCC.O.ON1C2C=CC=CC=2N=N1.[CH3:24][N:25]([CH3:38])[C:26]1[CH:31]=[CH:30][CH:29]=[C:28]([N:32]2[CH2:37][CH2:36][NH:35][CH2:34][CH2:33]2)[CH:27]=1.[CH3:39][C:40]1[CH:41]=[C:42]([C:51](O)=[O:52])[N:43]([C:45]2[CH:50]=[CH:49][CH:48]=[CH:47][CH:46]=2)[N:44]=1. Product: [CH3:24][N:25]([CH3:38])[C:26]1[CH:27]=[C:28]([N:32]2[CH2:37][CH2:36][N:35]([C:51]([C:42]3[N:43]([C:45]4[CH:50]=[CH:49][CH:48]=[CH:47][CH:46]=4)[N:44]=[C:40]([CH3:39])[CH:41]=3)=[O:52])[CH2:34][CH2:33]2)[CH:29]=[CH:30][CH:31]=1. The catalyst class is: 46. (8) Reactant: [NH3:1].[CH3:2][C:3]1[S:4][C:5]([S:9](Cl)(=[O:11])=[O:10])=[C:6]([CH3:8])[N:7]=1. Product: [CH3:2][C:3]1[S:4][C:5]([S:9]([NH2:1])(=[O:11])=[O:10])=[C:6]([CH3:8])[N:7]=1. The catalyst class is: 1. (9) Reactant: Br[C:2]1[CH:7]=[CH:6][N:5]([CH:8]([CH3:16])[C:9]([O:11][C:12]([CH3:15])([CH3:14])[CH3:13])=[O:10])[C:4](=[O:17])[CH:3]=1.[Cl:18][C:19]1[CH:24]=[CH:23][C:22]([Cl:25])=[CH:21][C:20]=1B(O)O. Product: [Cl:18][C:19]1[CH:24]=[CH:23][C:22]([Cl:25])=[CH:21][C:20]=1[C:2]1[CH:7]=[CH:6][N:5]([CH:8]([CH3:16])[C:9]([O:11][C:12]([CH3:15])([CH3:14])[CH3:13])=[O:10])[C:4](=[O:17])[CH:3]=1. The catalyst class is: 73. (10) Reactant: [C:1]([C:3]([C:6]1[CH:7]=[C:8]([CH:12]=[CH:13][CH:14]=1)[C:9](O)=[O:10])([CH3:5])[CH3:4])#[N:2].C(Cl)(=O)C([Cl:18])=O. Product: [C:1]([C:3]([C:6]1[CH:7]=[C:8]([CH:12]=[CH:13][CH:14]=1)[C:9]([Cl:18])=[O:10])([CH3:5])[CH3:4])#[N:2]. The catalyst class is: 213.